From a dataset of Forward reaction prediction with 1.9M reactions from USPTO patents (1976-2016). Predict the product of the given reaction. (1) The product is: [CH2:20]([N:27]1[CH2:31][CH2:30][N:29]([C:32]2[S:33][C:34]([C:38]([NH:14][CH2:13][C:12]3[CH:15]=[C:16]([F:19])[CH:17]=[CH:18][C:11]=3[F:10])=[O:39])=[C:35]([CH3:37])[N:36]=2)[C:28]1=[O:41])[C:21]1[CH:26]=[CH:25][CH:24]=[CH:23][CH:22]=1. Given the reactants FC1C=CC(CN)=CC=1.[F:10][C:11]1[CH:18]=[CH:17][C:16]([F:19])=[CH:15][C:12]=1[CH2:13][NH2:14].[CH2:20]([N:27]1[CH2:31][CH2:30][N:29]([C:32]2[S:33][C:34]([C:38](O)=[O:39])=[C:35]([CH3:37])[N:36]=2)[C:28]1=[O:41])[C:21]1[CH:26]=[CH:25][CH:24]=[CH:23][CH:22]=1, predict the reaction product. (2) Given the reactants [CH2:1]([O:3][C:4]([C:6]1[C:7]2[CH2:18][CH2:17][C:16]([CH2:20][CH2:21][CH2:22][CH3:23])(Br)[C:15](=[O:24])[C:8]=2[S:9][C:10]=1[NH:11][C:12](=[O:14])[CH3:13])=[O:5])[CH3:2].[Li+].[Br-], predict the reaction product. The product is: [CH2:1]([O:3][C:4]([C:6]1[C:7]2[CH:18]=[CH:17][C:16]([CH2:20][CH2:21][CH2:22][CH3:23])=[C:15]([OH:24])[C:8]=2[S:9][C:10]=1[NH:11][C:12](=[O:14])[CH3:13])=[O:5])[CH3:2]. (3) Given the reactants Br[C:2]1[N:6]([S:7]([C:10]2[CH:11]=[N:12][CH:13]=[CH:14][CH:15]=2)(=[O:9])=[O:8])[CH:5]=[C:4]([CH2:16][N:17]([CH3:25])[C:18](=[O:24])[O:19][C:20]([CH3:23])([CH3:22])[CH3:21])[CH:3]=1.O.[F:27][C:28]1[CH:29]=[N:30][CH:31]=[CH:32][C:33]=1B(O)O.C(=O)([O-])O.[Na+].COCCOC, predict the reaction product. The product is: [C:20]([O:19][C:18](=[O:24])[N:17]([CH2:16][C:4]1[CH:3]=[C:2]([C:33]2[CH:32]=[CH:31][N:30]=[CH:29][C:28]=2[F:27])[N:6]([S:7]([C:10]2[CH:11]=[N:12][CH:13]=[CH:14][CH:15]=2)(=[O:9])=[O:8])[CH:5]=1)[CH3:25])([CH3:23])([CH3:22])[CH3:21]. (4) Given the reactants [Cl-:1].[C:2]([C:5]1[C:14](=[O:15])[C:13]2[C:12]([N+]#N)=[C:11]3[O:18]C[O:20][C:10]3=[CH:9][C:8]=2[N:7]([CH2:21][CH3:22])[CH:6]=1)([OH:4])=[O:3].O, predict the reaction product. The product is: [Cl:1][C:12]1[C:11]([OH:18])=[C:10]([OH:20])[CH:9]=[C:8]2[C:13]=1[C:14](=[O:15])[C:5]([C:2]([OH:4])=[O:3])=[CH:6][N:7]2[CH2:21][CH3:22]. (5) Given the reactants [C:1](Cl)(=[O:3])[CH3:2].C(N(CC)CC)C.[Cl:12][C:13]1[N:22]=[C:21]([N:23]2[CH2:28][CH2:27][CH2:26][C@@H:25]([NH2:29])[CH2:24]2)[C:20]2[C:15](=[CH:16][CH:17]=[C:18]([O:30][CH3:31])[CH:19]=2)[N:14]=1, predict the reaction product. The product is: [Cl:12][C:13]1[N:22]=[C:21]([N:23]2[CH2:28][CH2:27][CH2:26][C@@H:25]([NH:29][C:1](=[O:3])[CH3:2])[CH2:24]2)[C:20]2[C:15](=[CH:16][CH:17]=[C:18]([O:30][CH3:31])[CH:19]=2)[N:14]=1. (6) The product is: [CH3:1][N:2]1[CH2:7][CH2:6][CH2:5][CH:4]([O:8][C:9]2[CH:14]=[CH:13][C:12]([NH:15][C:16](=[O:18])[CH3:17])=[CH:11][CH:10]=2)[CH2:3]1. Given the reactants [CH3:1][N:2]1[CH2:7][CH2:6][CH2:5][CH:4]([O:8][C:9]2[CH:14]=[CH:13][C:12]([NH2:15])=[CH:11][CH:10]=2)[CH2:3]1.[C:16](OC(=O)C)(=[O:18])[CH3:17], predict the reaction product.